From a dataset of Reaction yield outcomes from USPTO patents with 853,638 reactions. Predict the reaction yield, written as a fraction of the theoretical maximum amount of product (1.0 means a 100% yield; for example, 0.34 means a 34% yield). (1) The reactants are [NH2:1][C:2]1[C:3]([F:23])=[CH:4][C:5]([Cl:22])=[C:6]([C:8]2[C:9](=[O:21])[N:10]([CH2:19][CH3:20])[C:11]3[C:16]([CH:17]=2)=[CH:15][N:14]=[C:13](Cl)[CH:12]=3)[CH:7]=1.[CH3:24][N:25]1[CH2:30][CH2:29][CH:28]([NH2:31])[CH2:27][CH2:26]1.C1CCN2C(=NCCC2)CC1. The catalyst is CN1C(=O)CCC1. The product is [NH2:1][C:2]1[C:3]([F:23])=[CH:4][C:5]([Cl:22])=[C:6]([C:8]2[C:9](=[O:21])[N:10]([CH2:19][CH3:20])[C:11]3[C:16]([CH:17]=2)=[CH:15][N:14]=[C:13]([NH:31][CH:28]2[CH2:29][CH2:30][N:25]([CH3:24])[CH2:26][CH2:27]2)[CH:12]=3)[CH:7]=1. The yield is 0.195. (2) The reactants are [CH2:1]([O:8][C:9]1[C:14](=[O:15])[N:13]2[CH:16]=[C:17]([N:20]3[CH2:25][CH2:24][O:23][CH2:22][CH2:21]3)[CH:18]=[CH:19][C:12]2=[N:11][C:10]=1[C:26]([NH:28][OH:29])=[NH:27])[C:2]1[CH:7]=[CH:6][CH:5]=[CH:4][CH:3]=1.[F:30][C:31]1[CH:36]=[CH:35][C:34]([CH2:37][C:38](Cl)=[O:39])=[CH:33][CH:32]=1.O. The catalyst is C1COCC1. The product is [CH2:1]([O:8][C:9]1[C:14](=[O:15])[N:13]2[CH:16]=[C:17]([N:20]3[CH2:21][CH2:22][O:23][CH2:24][CH2:25]3)[CH:18]=[CH:19][C:12]2=[N:11][C:10]=1[C:26]([NH:28][O:29][C:38](=[O:39])[CH2:37][C:34]1[CH:35]=[CH:36][C:31]([F:30])=[CH:32][CH:33]=1)=[NH:27])[C:2]1[CH:7]=[CH:6][CH:5]=[CH:4][CH:3]=1. The yield is 0.970. (3) The reactants are [CH3:1][C:2]1([CH3:12])[C:6]2[CH:7]=[CH:8][C:9]([OH:11])=[CH:10][C:5]=2[O:4][CH2:3]1.[F:13][C:14]([F:27])([F:26])[S:15](O[S:15]([C:14]([F:27])([F:26])[F:13])(=[O:17])=[O:16])(=[O:17])=[O:16].C(N(CC)CC)C.O. The catalyst is C(Cl)Cl. The product is [F:13][C:14]([F:27])([F:26])[S:15]([O:11][C:9]1[CH:8]=[CH:7][C:6]2[C:2]([CH3:12])([CH3:1])[CH2:3][O:4][C:5]=2[CH:10]=1)(=[O:17])=[O:16]. The yield is 0.840. (4) The reactants are [C:1]([O:5][C:6]([N:8]([O:30][CH2:31][CH2:32][CH3:33])[C:9]([N:11]([C:23]([O:25][C:26]([CH3:29])([CH3:28])[CH3:27])=[O:24])[NH:12]C(OCC1C=CC=CC=1)=O)=[NH:10])=[O:7])([CH3:4])([CH3:3])[CH3:2]. The catalyst is C(O)C.O1CCCC1.[Pd]. The product is [C:1]([O:5][C:6]([N:8]([O:30][CH2:31][CH2:32][CH3:33])[C:9]([N:11]([C:23]([O:25][C:26]([CH3:29])([CH3:28])[CH3:27])=[O:24])[NH2:12])=[NH:10])=[O:7])([CH3:4])([CH3:3])[CH3:2]. The yield is 0.280. (5) The reactants are [C:1]([O:5][C:6]([N:8]1[CH2:13][CH2:12][CH:11]([O:14][C:15]2[CH:20]=[CH:19][C:18]([CH2:21]C(=O)C)=[CH:17][CH:16]=2)[CH2:10][CH2:9]1)=[O:7])([CH3:4])([CH3:3])[CH3:2].O.[C:26]([OH:30])(=O)[CH:27]=O.O.[NH2:32][NH2:33].[CH3:34][CH2:35]O. No catalyst specified. The product is [C:1]([O:5][C:6]([N:8]1[CH2:9][CH2:10][CH:11]([O:14][C:15]2[CH:20]=[CH:19][C:18]([C:21]3[C:35]([CH3:34])=[N:32][NH:33][C:26](=[O:30])[CH:27]=3)=[CH:17][CH:16]=2)[CH2:12][CH2:13]1)=[O:7])([CH3:4])([CH3:3])[CH3:2]. The yield is 0.460. (6) The reactants are [CH3:1][C:2]1[CH:3]=[C:4]([CH:8]=[CH:9][C:10]=1[C:11]([N:13]1[CH2:17][CH2:16][CH2:15][CH2:14]1)=[O:12])[C:5]([OH:7])=O.CN(C(ON1N=NC2C=CC=CC1=2)=[N+](C)C)C.[B-](F)(F)(F)F.C(N(C(C)C)CC)(C)C.[C:49]([O:53][C:54]([NH:56][CH2:57][CH:58]([NH2:69])[C:59]1[NH:63][C:62]2[CH:64]=[CH:65][C:66]([Cl:68])=[CH:67][C:61]=2[N:60]=1)=[O:55])([CH3:52])([CH3:51])[CH3:50].ClCl. The catalyst is O1CCCC1.C1CCCCC1.C(O)C. The product is [C:49]([O:53][C:54]([NH:56][CH2:57][CH:58]([NH:69][C:5](=[O:7])[C:4]1[CH:8]=[CH:9][C:10]([C:11]([N:13]2[CH2:17][CH2:16][CH2:15][CH2:14]2)=[O:12])=[C:2]([CH3:1])[CH:3]=1)[C:59]1[NH:63][C:62]2[CH:64]=[CH:65][C:66]([Cl:68])=[CH:67][C:61]=2[N:60]=1)=[O:55])([CH3:52])([CH3:50])[CH3:51]. The yield is 0.640. (7) The reactants are [CH:1]([C:3]1[CH:18]=[CH:17][C:6]([O:7][C:8]2[N:9]=[CH:10][C:11]([C:14]([NH2:16])=[O:15])=[N:12][CH:13]=2)=[C:5]([O:19][CH3:20])[CH:4]=1)=O.[CH:21]([O:24][CH2:25][CH2:26][NH2:27])([CH3:23])[CH3:22].[BH4-].[Na+]. The catalyst is CO. The product is [CH:21]([O:24][CH2:25][CH2:26][NH:27][CH2:1][C:3]1[CH:18]=[CH:17][C:6]([O:7][C:8]2[N:9]=[CH:10][C:11]([C:14]([NH2:16])=[O:15])=[N:12][CH:13]=2)=[C:5]([O:19][CH3:20])[CH:4]=1)([CH3:23])[CH3:22]. The yield is 0.555. (8) The reactants are [N:1]1([CH2:7][CH2:8][NH:9][C:10]2[C:18]3[C:13](=[CH:14][CH:15]=[C:16]([N+:19]([O-])=O)[CH:17]=3)[NH:12][N:11]=2)[CH2:6][CH2:5][CH2:4][CH2:3][CH2:2]1. The catalyst is CO.[Pd]. The product is [N:1]1([CH2:7][CH2:8][NH:9][C:10]2[C:18]3[C:13](=[CH:14][CH:15]=[C:16]([NH2:19])[CH:17]=3)[NH:12][N:11]=2)[CH2:2][CH2:3][CH2:4][CH2:5][CH2:6]1. The yield is 0.781.